This data is from Forward reaction prediction with 1.9M reactions from USPTO patents (1976-2016). The task is: Predict the product of the given reaction. (1) The product is: [N:1]1([CH2:5][C:6]([OH:8])=[O:7])[CH2:4][CH2:3][CH2:2]1.[ClH:13]. Given the reactants [N:1]1([CH2:5][C:6]([O:8]C(C)(C)C)=[O:7])[CH2:4][CH2:3][CH2:2]1.[ClH:13], predict the reaction product. (2) Given the reactants [C:1]([O:4][C:5]1[CH:25]=[CH:24][C:8]([C:9]2[CH:10]([CH3:23])[O:11][C:12]3[C:17]([CH:18]=2)=[CH:16][CH:15]=[C:14]([O:19][C:20](=[O:22])[CH3:21])[CH:13]=3)=[CH:7][CH:6]=1)(=[O:3])[CH3:2], predict the reaction product. The product is: [C:1]([O:4][C:5]1[CH:25]=[CH:24][C:8]([CH:9]2[CH2:18][C:17]3[C:12](=[CH:13][C:14]([O:19][C:20](=[O:22])[CH3:21])=[CH:15][CH:16]=3)[O:11][CH:10]2[CH3:23])=[CH:7][CH:6]=1)(=[O:3])[CH3:2]. (3) Given the reactants [Cl:1][C:2]1[N:7]=[CH:6][C:5]([OH:8])=[CH:4][CH:3]=1.[CH2:9]([O:11][C:12](=[O:17])[C:13](Br)([CH3:15])[CH3:14])[CH3:10].C(=O)([O-])[O-].[Cs+].[Cs+].C(OCC)(=O)C, predict the reaction product. The product is: [Cl:1][C:2]1[N:7]=[CH:6][C:5]([O:8][C:13]([CH3:15])([CH3:14])[C:12]([O:11][CH2:9][CH3:10])=[O:17])=[CH:4][CH:3]=1. (4) Given the reactants [Cl:1][C:2]1[CH:13]=[CH:12][C:5]2[NH:6][C:7](=[O:11])[O:8][C:9](=[O:10])[C:4]=2[CH:3]=1.[H-].[Na+].[CH2:16](Br)[C:17]1[CH:22]=[CH:21][CH:20]=[CH:19][CH:18]=1, predict the reaction product. The product is: [CH2:16]([N:6]1[C:5]2[CH:12]=[CH:13][C:2]([Cl:1])=[CH:3][C:4]=2[C:9](=[O:10])[O:8][C:7]1=[O:11])[C:17]1[CH:22]=[CH:21][CH:20]=[CH:19][CH:18]=1. (5) Given the reactants Cl[C:2]1[CH:9]=[CH:8][CH:7]=[CH:6][C:3]=1[CH:4]=O.[CH3:10]/[C:11](/[C:14]([CH3:16])=O)=[N:12]\[OH:13].O.[NH3:18], predict the reaction product. The product is: [CH3:16][C:14]1[N:18]=[C:4]([C:3]2[CH:6]=[CH:7][CH:8]=[CH:9][CH:2]=2)[N:12]([OH:13])[C:11]=1[CH3:10]. (6) Given the reactants COC(C1[C@H](C2C=CC=C([N+]([O-])=O)C=2)C(C(O)=O)=C(C)NC=1C)=O.[C:25]1([CH:31]([C:41]2[CH:46]=[CH:45][CH:44]=[CH:43][CH:42]=2)[CH2:32][CH2:33][N:34]2[CH2:38][CH2:37][C:36]([CH3:40])([OH:39])[CH2:35]2)[CH:30]=[CH:29][CH:28]=[CH:27][CH:26]=1.[OH-].[Na+], predict the reaction product. The product is: [C:41]1([CH:31]([C:25]2[CH:26]=[CH:27][CH:28]=[CH:29][CH:30]=2)[CH2:32][CH2:33][N:34]2[CH2:38][CH2:37][C@@:36]([CH3:40])([OH:39])[CH2:35]2)[CH:42]=[CH:43][CH:44]=[CH:45][CH:46]=1. (7) Given the reactants C[O:2][C:3]1[CH:18]=[CH:17][C:6]2[N:7]=[C:8]([C:10]3[CH:11]=[CH:12][C:13]([NH2:16])=[N:14][CH:15]=3)[O:9][C:5]=2[CH:4]=1.B(Br)(Br)Br.CCOC(C)=O.C([O-])(O)=O.[Na+], predict the reaction product. The product is: [NH2:16][C:13]1[N:14]=[CH:15][C:10]([C:8]2[O:9][C:5]3[CH:4]=[C:3]([OH:2])[CH:18]=[CH:17][C:6]=3[N:7]=2)=[CH:11][CH:12]=1.